From a dataset of Full USPTO retrosynthesis dataset with 1.9M reactions from patents (1976-2016). Predict the reactants needed to synthesize the given product. Given the product [CH:46]1([O:45][C:28]2[C:29]([O:43][CH3:44])=[CH:30][CH:31]=[C:32]3[C:27]=2[O:26][C:25](=[O:51])[C:24]([CH2:23][CH2:22][OH:21])=[C:33]3[NH:34][C:35]2[C:36]([Cl:42])=[CH:37][N:38]=[CH:39][C:40]=2[Cl:41])[CH2:50][CH2:49][CH2:48][CH2:47]1, predict the reactants needed to synthesize it. The reactants are: CN(C)C1C=CC=CC=1.[Cl-].[Cl-].[Cl-].[Al+3].C([O:21][CH2:22][CH2:23][C:24]1[C:25](=[O:51])[O:26][C:27]2[C:32]([C:33]=1[NH:34][C:35]1[C:40]([Cl:41])=[CH:39][N:38]=[CH:37][C:36]=1[Cl:42])=[CH:31][CH:30]=[C:29]([O:43][CH3:44])[C:28]=2[O:45][CH:46]1[CH2:50][CH2:49][CH2:48][CH2:47]1)C1C=CC=CC=1.